From a dataset of Merck oncology drug combination screen with 23,052 pairs across 39 cell lines. Regression. Given two drug SMILES strings and cell line genomic features, predict the synergy score measuring deviation from expected non-interaction effect. (1) Drug 1: O=S1(=O)NC2(CN1CC(F)(F)F)C1CCC2Cc2cc(C=CCN3CCC(C(F)(F)F)CC3)ccc2C1. Drug 2: O=P1(N(CCCl)CCCl)NCCCO1. Cell line: SKMES1. Synergy scores: synergy=-4.52. (2) Drug 1: O=C(CCCCCCC(=O)Nc1ccccc1)NO. Drug 2: CCN(CC)CCNC(=O)c1c(C)[nH]c(C=C2C(=O)Nc3ccc(F)cc32)c1C. Cell line: NCIH2122. Synergy scores: synergy=1.40. (3) Drug 1: C=CCn1c(=O)c2cnc(Nc3ccc(N4CCN(C)CC4)cc3)nc2n1-c1cccc(C(C)(C)O)n1. Drug 2: CCc1cnn2c(NCc3ccc[n+]([O-])c3)cc(N3CCCCC3CCO)nc12. Cell line: T47D. Synergy scores: synergy=-8.96. (4) Drug 1: CCC1(O)CC2CN(CCc3c([nH]c4ccccc34)C(C(=O)OC)(c3cc4c(cc3OC)N(C)C3C(O)(C(=O)OC)C(OC(C)=O)C5(CC)C=CCN6CCC43C65)C2)C1. Drug 2: Cn1cc(-c2cnn3c(N)c(Br)c(C4CCCNC4)nc23)cn1. Cell line: RPMI7951. Synergy scores: synergy=-28.9. (5) Drug 1: O=P1(N(CCCl)CCCl)NCCCO1. Drug 2: Cn1nnc2c(C(N)=O)ncn2c1=O. Cell line: SKMEL30. Synergy scores: synergy=10.1. (6) Drug 1: O=c1[nH]cc(F)c(=O)[nH]1. Drug 2: NC1(c2ccc(-c3nc4ccn5c(=O)[nH]nc5c4cc3-c3ccccc3)cc2)CCC1. Cell line: KPL1. Synergy scores: synergy=26.9. (7) Drug 1: COC12C(COC(N)=O)C3=C(C(=O)C(C)=C(N)C3=O)N1CC1NC12. Drug 2: Cn1c(=O)n(-c2ccc(C(C)(C)C#N)cc2)c2c3cc(-c4cnc5ccccc5c4)ccc3ncc21. Cell line: NCIH520. Synergy scores: synergy=10.8. (8) Drug 1: Cn1nnc2c(C(N)=O)ncn2c1=O. Drug 2: O=C(O)C1(Cc2cccc(Nc3nccs3)n2)CCC(Oc2cccc(Cl)c2F)CC1. Cell line: RKO. Synergy scores: synergy=7.02. (9) Drug 1: COc1cccc2c1C(=O)c1c(O)c3c(c(O)c1C2=O)CC(O)(C(=O)CO)CC3OC1CC(N)C(O)C(C)O1. Drug 2: O=C(O)C1(Cc2cccc(Nc3nccs3)n2)CCC(Oc2cccc(Cl)c2F)CC1. Cell line: NCIH460. Synergy scores: synergy=-12.3.